Dataset: Catalyst prediction with 721,799 reactions and 888 catalyst types from USPTO. Task: Predict which catalyst facilitates the given reaction. Reactant: [NH2:1][C:2]1[N:3]=[CH:4][C:5]([C:21]2[CH2:22][CH2:23][N:24]([C:27](=[O:30])[CH2:28][CH3:29])[CH2:25][CH:26]=2)=[N:6][C:7]=1[C:8]1[O:9][C:10]([C:13]2[CH:18]=[CH:17][C:16]([CH2:19]Br)=[CH:15][CH:14]=2)=[N:11][N:12]=1.[CH3:31][NH2:32]. Product: [NH2:1][C:2]1[N:3]=[CH:4][C:5]([C:21]2[CH2:22][CH2:23][N:24]([C:27](=[O:30])[CH2:28][CH3:29])[CH2:25][CH:26]=2)=[N:6][C:7]=1[C:8]1[O:9][C:10]([C:13]2[CH:18]=[CH:17][C:16]([CH2:19][NH:32][CH3:31])=[CH:15][CH:14]=2)=[N:11][N:12]=1. The catalyst class is: 118.